Predict the reaction yield, written as a fraction of the theoretical maximum amount of product (1.0 means a 100% yield; for example, 0.34 means a 34% yield). From a dataset of Reaction yield outcomes from USPTO patents with 853,638 reactions. (1) The reactants are [C:1]([C:4]1[C:9]([O:10][CH3:11])=[CH:8][C:7]([O:12][CH3:13])=[CH:6][C:5]=1[NH:14][C:15]([C:17]1[S:18][CH:19]=[C:20]([CH:22]([CH3:24])[CH3:23])[N:21]=1)=O)(=[O:3])[CH3:2].C(C1N=C(C2C=C(O)C3C(=CC(OC)=CC=3)N=2)SC=1)(C)C. No catalyst specified. The product is [CH:22]([C:20]1[N:21]=[C:17]([C:15]2[CH:2]=[C:1]([OH:3])[C:4]3[C:5](=[CH:6][C:7]([O:12][CH3:13])=[CH:8][C:9]=3[O:10][CH3:11])[N:14]=2)[S:18][CH:19]=1)([CH3:24])[CH3:23]. The yield is 0.600. (2) The reactants are [CH3:1][S:2]([C:5]1[N:10]=[CH:9][C:8]([NH:11][C@H:12]2[CH2:16][CH2:15][N:14]([CH:17]3[CH2:22][CH2:21][N:20](C(OCC4C=CC=CC=4)=O)[CH2:19][CH2:18]3)[C:13]2=[O:33])=[CH:7][CH:6]=1)(=[O:4])=[O:3]. The catalyst is CO.[Pd]. The product is [CH3:1][S:2]([C:5]1[N:10]=[CH:9][C:8]([NH:11][C@H:12]2[CH2:16][CH2:15][N:14]([CH:17]3[CH2:22][CH2:21][NH:20][CH2:19][CH2:18]3)[C:13]2=[O:33])=[CH:7][CH:6]=1)(=[O:3])=[O:4]. The yield is 1.00. (3) The catalyst is C(Cl)(Cl)Cl. The reactants are [CH3:1][O:2][C:3]1[CH:4]=[CH:5][C:6]2[C:10]([O:11][C:12]3[CH:17]=[CH:16][C:15](/[CH:18]=[CH:19]/[C:20]([O:22][CH3:23])=[O:21])=[CH:14][CH:13]=3)=[CH:9][S:8][C:7]=2[CH:24]=1.O=P(Cl)(Cl)Cl.CN([CH:33]=[O:34])C. The yield is 0.950. The product is [CH:33]([C:9]1[S:8][C:7]2[CH:24]=[C:3]([O:2][CH3:1])[CH:4]=[CH:5][C:6]=2[C:10]=1[O:11][C:12]1[CH:17]=[CH:16][C:15](/[CH:18]=[CH:19]/[C:20]([O:22][CH3:23])=[O:21])=[CH:14][CH:13]=1)=[O:34]. (4) The reactants are Cl[C:2]1[C:11]([N:12]2[CH2:16][CH2:15][CH2:14][C@@H:13]2[CH3:17])=[N:10][C:9]2[C:4](=[CH:5][CH:6]=[C:7]([C:18]([O:20][CH3:21])=[O:19])[CH:8]=2)[N:3]=1.CC1(C)OB([C:28]2[CH:32]=[CH:31][N:30]([Si:33]([CH:40]([CH3:42])[CH3:41])([CH:37]([CH3:39])[CH3:38])[CH:34]([CH3:36])[CH3:35])[CH:29]=2)OC1(C)C.C(=O)([O-])[O-].[Na+].[Na+]. The catalyst is COCCOC.O.C1C=CC([P]([Pd]([P](C2C=CC=CC=2)(C2C=CC=CC=2)C2C=CC=CC=2)([P](C2C=CC=CC=2)(C2C=CC=CC=2)C2C=CC=CC=2)[P](C2C=CC=CC=2)(C2C=CC=CC=2)C2C=CC=CC=2)(C2C=CC=CC=2)C2C=CC=CC=2)=CC=1. The product is [CH3:17][C@H:13]1[CH2:14][CH2:15][CH2:16][N:12]1[C:11]1[C:2]([C:28]2[CH:32]=[CH:31][N:30]([Si:33]([CH:37]([CH3:39])[CH3:38])([CH:40]([CH3:42])[CH3:41])[CH:34]([CH3:35])[CH3:36])[CH:29]=2)=[N:3][C:4]2[C:9]([N:10]=1)=[CH:8][C:7]([C:18]([O:20][CH3:21])=[O:19])=[CH:6][CH:5]=2. The yield is 0.520. (5) The reactants are [O:1]1[C:5]2[CH:6]=[CH:7][C:8]([C:10]3([C:13]([OH:15])=O)[CH2:12][CH2:11]3)=[CH:9][C:4]=2[O:3][CH2:2]1.S(Cl)(Cl)=O.CN(C)C=O.[Br:25][C:26]1[CH:27]=[CH:28][C:29]([NH2:32])=[N:30][CH:31]=1. The catalyst is N1C=CC=CC=1. The product is [O:1]1[C:5]2[CH:6]=[CH:7][C:8]([C:10]3([C:13]([NH:32][C:29]4[CH:28]=[CH:27][C:26]([Br:25])=[CH:31][N:30]=4)=[O:15])[CH2:11][CH2:12]3)=[CH:9][C:4]=2[O:3][CH2:2]1. The yield is 0.830.